Dataset: Catalyst prediction with 721,799 reactions and 888 catalyst types from USPTO. Task: Predict which catalyst facilitates the given reaction. (1) Reactant: [CH3:1][O:2][C:3](=[O:15])[CH:4]([NH:7][C:8]([O:10][C:11]([CH3:14])([CH3:13])[CH3:12])=[O:9])[CH2:5][OH:6].CO[C:18](OC)([CH3:20])[CH3:19].O.C1(C)C=CC(S(O)(=O)=O)=CC=1. The catalyst class is: 2. Product: [CH3:1][O:2][C:3]([CH:4]1[CH2:5][O:6][C:18]([CH3:20])([CH3:19])[N:7]1[C:8]([O:10][C:11]([CH3:12])([CH3:14])[CH3:13])=[O:9])=[O:15]. (2) The catalyst class is: 527. Reactant: [CH3:1][O:2][C:3]([C:5]1[S:9][C:8]([NH2:10])=[N:7][CH:6]=1)=[O:4].[C:11](O[C:11]([O:13][C:14]([CH3:17])([CH3:16])[CH3:15])=[O:12])([O:13][C:14]([CH3:17])([CH3:16])[CH3:15])=[O:12].C(N(CC)CC)C. Product: [CH3:1][O:2][C:3]([C:5]1[S:9][C:8]([NH:10][C:11]([O:13][C:14]([CH3:17])([CH3:16])[CH3:15])=[O:12])=[N:7][CH:6]=1)=[O:4]. (3) Reactant: [Si]([O:8][CH:9]1[CH2:15][N:14]([S:16]([C:19]2[CH:24]=[CH:23][CH:22]=[C:21]([N+:25]([O-:27])=[O:26])[CH:20]=2)(=[O:18])=[O:17])[C:13]2[CH:28]=[CH:29][CH:30]=[CH:31][C:12]=2[O:11][CH2:10]1)(C(C)(C)C)(C)C.[F-].C([N+](CCCC)(CCCC)CCCC)CCC. Product: [N+:25]([C:21]1[CH:20]=[C:19]([S:16]([N:14]2[C:13]3[CH:28]=[CH:29][CH:30]=[CH:31][C:12]=3[O:11][CH2:10][CH:9]([OH:8])[CH2:15]2)(=[O:18])=[O:17])[CH:24]=[CH:23][CH:22]=1)([O-:27])=[O:26]. The catalyst class is: 1. (4) Reactant: [F:1][C@H:2]1[CH2:6][NH:5][C@@H:4]2[C:7]([O:12][CH3:13])([O:10][CH3:11])[CH2:8][O:9][C@H:3]12.Cl.CN(C(ON1N=NC2C=CC=NC1=2)=[N+](C)C)C.F[P-](F)(F)(F)(F)F.C(N(C(C)C)CC)(C)C.[CH3:48][CH:49]([CH3:79])[CH2:50][C@H:51]([NH:55][C@@H:56]([C:61]1[CH:66]=[CH:65][C:64]([C:67]2[N:68]=[C:69]([N:72]3[CH2:77][CH2:76][N:75]([CH3:78])[CH2:74][CH2:73]3)[S:70][CH:71]=2)=[CH:63][CH:62]=1)[C:57]([F:60])([F:59])[F:58])[C:52](O)=[O:53]. Product: [F:1][C@H:2]1[CH2:6][N:5]([C:52](=[O:53])[C@@H:51]([NH:55][C@@H:56]([C:61]2[CH:62]=[CH:63][C:64]([C:67]3[N:68]=[C:69]([N:72]4[CH2:77][CH2:76][N:75]([CH3:78])[CH2:74][CH2:73]4)[S:70][CH:71]=3)=[CH:65][CH:66]=2)[C:57]([F:58])([F:59])[F:60])[CH2:50][CH:49]([CH3:79])[CH3:48])[C@@H:4]2[C:7]([O:10][CH3:11])([O:12][CH3:13])[CH2:8][O:9][C@H:3]12. The catalyst class is: 3. (5) Reactant: [NH2:1][CH:2]([CH2:12][C:13]1[CH:18]=[CH:17][C:16]([O:19][C:20]([CH3:23])([CH3:22])[CH3:21])=[CH:15][CH:14]=1)[CH:3]([C:5]1[CH:10]=[CH:9][CH:8]=[C:7]([Cl:11])[CH:6]=1)[OH:4].[C:24]1([C:35](O)=[O:36])[CH:25]=[CH:26][CH:27]=[C:28]2[CH2:34][CH2:33][CH2:32][CH:31]=[CH:30][C:29]=12.Cl.C(N=C=NCCCN(C)C)C.O.ON1C2C=CC=CC=2N=N1. Product: [O:19]([C:16]1[CH:15]=[CH:14][C:13]([CH2:12][CH:2]([NH:1][C:35]([C:24]2[CH:25]=[CH:26][CH:27]=[C:28]3[CH2:34][CH2:33][CH2:32][CH:31]=[CH:30][C:29]=23)=[O:36])[CH:3]([C:5]2[CH:10]=[CH:9][CH:8]=[C:7]([Cl:11])[CH:6]=2)[OH:4])=[CH:18][CH:17]=1)[C:20]([CH3:23])([CH3:22])[CH3:21]. The catalyst class is: 47. (6) Reactant: [Cl:1][C:2]1[CH:3]=[N+:4]([O-:33])[CH:5]=[C:6]([Cl:32])[C:7]=1[CH2:8][C@H:9]([O:20][C:21](=[O:31])[CH2:22][C:23]1[S:24][C:25]([CH2:28][CH2:29][OH:30])=[CH:26][CH:27]=1)[C:10]1[CH:15]=[CH:14][C:13]([O:16][CH3:17])=[C:12]([O:18][CH3:19])[CH:11]=1.CC(OI1(OC(C)=O)(OC(C)=O)OC(=O)C2C=CC=CC1=2)=O. Product: [Cl:32][C:6]1[CH:5]=[N+:4]([O-:33])[CH:3]=[C:2]([Cl:1])[C:7]=1[CH2:8][C@H:9]([O:20][C:21](=[O:31])[CH2:22][C:23]1[S:24][C:25]([CH2:28][CH:29]=[O:30])=[CH:26][CH:27]=1)[C:10]1[CH:15]=[CH:14][C:13]([O:16][CH3:17])=[C:12]([O:18][CH3:19])[CH:11]=1. The catalyst class is: 4. (7) Reactant: [Cl:1][C:2]1[C:3]([Cl:11])=[N:4][CH:5]=[C:6]([CH:10]=1)[C:7]([OH:9])=[O:8].S(Cl)(Cl)=O.[C:16](OCC)(=O)C. Product: [Cl:1][C:2]1[C:3]([Cl:11])=[N:4][CH:5]=[C:6]([CH:10]=1)[C:7]([O:9][CH3:16])=[O:8]. The catalyst class is: 5. (8) Reactant: [O:1](C(C)(C)C)[K].[N+:7]([CH2:9][C:10]([O:12][CH2:13][CH3:14])=[O:11])#[C-:8].[CH3:15][C:16]([CH3:22])([CH:19]([CH3:21])[CH3:20])[CH:17]=O.CCOCC. Product: [CH2:13]([O:12][C:10](=[O:11])[C:9]([NH:7][CH:8]=[O:1])=[CH:15][C:16]([CH3:22])([CH3:17])[CH:19]([CH3:21])[CH3:20])[CH3:14]. The catalyst class is: 6.